Dataset: NCI-60 drug combinations with 297,098 pairs across 59 cell lines. Task: Regression. Given two drug SMILES strings and cell line genomic features, predict the synergy score measuring deviation from expected non-interaction effect. (1) Drug 1: C1=NC2=C(N=C(N=C2N1C3C(C(C(O3)CO)O)O)F)N. Drug 2: CCC(=C(C1=CC=CC=C1)C2=CC=C(C=C2)OCCN(C)C)C3=CC=CC=C3.C(C(=O)O)C(CC(=O)O)(C(=O)O)O. Cell line: UO-31. Synergy scores: CSS=2.62, Synergy_ZIP=-3.02, Synergy_Bliss=0.469, Synergy_Loewe=-3.19, Synergy_HSA=-1.02. (2) Drug 1: C1=CC(=CC=C1CC(C(=O)O)N)N(CCCl)CCCl.Cl. Drug 2: CC(C)CN1C=NC2=C1C3=CC=CC=C3N=C2N. Cell line: MOLT-4. Synergy scores: CSS=35.7, Synergy_ZIP=-0.177, Synergy_Bliss=-1.24, Synergy_Loewe=-12.2, Synergy_HSA=-3.42. (3) Drug 1: C1=CC(=CC=C1CC(C(=O)O)N)N(CCCl)CCCl.Cl. Synergy scores: CSS=4.59, Synergy_ZIP=1.25, Synergy_Bliss=6.27, Synergy_Loewe=-4.14, Synergy_HSA=1.17. Drug 2: CN1C(=O)N2C=NC(=C2N=N1)C(=O)N. Cell line: SK-MEL-28. (4) Drug 2: CN1C(=O)N2C=NC(=C2N=N1)C(=O)N. Synergy scores: CSS=-2.91, Synergy_ZIP=2.31, Synergy_Bliss=0.876, Synergy_Loewe=-6.57, Synergy_HSA=-3.69. Cell line: SK-MEL-2. Drug 1: CC12CCC(CC1=CCC3C2CCC4(C3CC=C4C5=CN=CC=C5)C)O. (5) Drug 1: CN(C)C1=NC(=NC(=N1)N(C)C)N(C)C. Drug 2: CC(C1=C(C=CC(=C1Cl)F)Cl)OC2=C(N=CC(=C2)C3=CN(N=C3)C4CCNCC4)N. Cell line: RXF 393. Synergy scores: CSS=0.254, Synergy_ZIP=0.403, Synergy_Bliss=1.48, Synergy_Loewe=-1.71, Synergy_HSA=-1.71.